Task: Predict the product of the given reaction.. Dataset: Forward reaction prediction with 1.9M reactions from USPTO patents (1976-2016) (1) The product is: [O:18]1[CH2:17][CH2:16][N:15]([C:13]2[S:14][C:10]([C:5]3[CH:6]=[CH:7][CH:8]=[CH:9][C:4]=3[NH2:1])=[N:11][N:12]=2)[CH2:20][CH2:19]1. Given the reactants [N+:1]([C:4]1[CH:9]=[CH:8][CH:7]=[CH:6][C:5]=1[C:10]1[S:14][C:13]([N:15]2[CH2:20][CH2:19][O:18][CH2:17][CH2:16]2)=[N:12][N:11]=1)([O-])=O.[NH4+].[Cl-], predict the reaction product. (2) Given the reactants [NH2:1][CH2:2][C@@H:3]1[C@H:8]([CH3:9])[CH2:7][CH2:6][CH2:5][N:4]1[C:10]([C:12]1[CH:17]=[C:16]([CH3:18])[CH:15]=[CH:14][C:13]=1[C:19]1[CH:20]=[N:21][N:22]([CH3:24])[CH:23]=1)=[O:11].Br[C:26]1[C:31]([CH3:32])=[CH:30][CH:29]=[CH:28][N:27]=1, predict the reaction product. The product is: [CH3:9][C@@H:8]1[CH2:7][CH2:6][CH2:5][N:4]([C:10]([C:12]2[CH:17]=[C:16]([CH3:18])[CH:15]=[CH:14][C:13]=2[C:19]2[CH:20]=[N:21][N:22]([CH3:24])[CH:23]=2)=[O:11])[C@@H:3]1[CH2:2][NH:1][C:26]1[C:31]([CH3:32])=[CH:30][CH:29]=[CH:28][N:27]=1. (3) Given the reactants [C:1]([NH:11][C@@H:12]([CH2:28][C:29]1[CH:34]=[CH:33][CH:32]=[CH:31][CH:30]=1)[C@H:13]([OH:27])[CH:14](CC1C2C(=CC=CC=2)C=CC=1)[NH2:15])([O:3][CH2:4][C:5]1[CH:10]=[CH:9][CH:8]=[CH:7][CH:6]=1)=[O:2].C(N([CH2:40][CH3:41])CC)C.C(O[C:46](=[O:48])[CH3:47])(=O)C, predict the reaction product. The product is: [C:1]([NH:11][C@@H:12]([CH2:28][C:29]1[CH:30]=[CH:31][CH:32]=[CH:33][CH:34]=1)[C@H:13]([OH:27])[CH2:14][N:15]([CH2:9][C:10]1[C:40]2[C:41](=[CH:28][CH:12]=[CH:13][CH:14]=2)[CH:7]=[CH:6][CH:5]=1)[C:46](=[O:48])[CH3:47])([O:3][CH2:4][C:5]1[CH:10]=[CH:9][CH:8]=[CH:7][CH:6]=1)=[O:2].